From a dataset of Full USPTO retrosynthesis dataset with 1.9M reactions from patents (1976-2016). Predict the reactants needed to synthesize the given product. (1) Given the product [CH:1]1([CH2:4][N:5]([C:17]2[CH:18]=[C:19]3[C:29]4[CH:23]([CH2:22][CH2:21][CH2:20]3)[CH2:24][CH2:25][CH2:26][C:27]=4[CH:28]=2)[C:6]2[CH:7]=[CH:8][C:9]([C:10]([OH:12])=[O:11])=[CH:15][CH:16]=2)[CH2:3][CH2:2]1, predict the reactants needed to synthesize it. The reactants are: [CH:1]1([CH2:4][N:5]([C:17]2[CH:28]=[C:27]3[C:29]4[CH:23]([CH2:24][CH2:25][CH2:26]3)[CH2:22][CH2:21][CH2:20][C:19]=4[CH:18]=2)[C:6]2[CH:16]=[CH:15][C:9]([C:10]([O:12]CC)=[O:11])=[CH:8][CH:7]=2)[CH2:3][CH2:2]1.[OH-].[Na+].Cl. (2) Given the product [O:12]=[C:8]1[C:9]2[C:4](=[CH:3][CH:2]=[CH:11][CH:10]=2)[C:5]([C:36]2[CH:37]=[CH:38][CH:39]=[CH:40][CH:41]=2)=[C:6]([C:32]([O:34][CH3:35])=[O:33])[N:7]1[CH2:13][CH:14]1[CH2:19][CH2:18][N:17]([CH2:20][C:21]2[O:25][N:24]=[C:23]([C:26]3[CH:31]=[CH:30][CH:29]=[CH:28][CH:27]=3)[CH:22]=2)[CH2:16][CH2:15]1, predict the reactants needed to synthesize it. The reactants are: Br[C:2]1[CH:3]=[C:4]2[C:9](=[CH:10][CH:11]=1)[C:8](=[O:12])[N:7]([CH2:13][CH:14]1[CH2:19][CH2:18][N:17]([CH2:20][C:21]3[O:25][N:24]=[C:23]([C:26]4[CH:31]=[CH:30][CH:29]=[CH:28][CH:27]=4)[CH:22]=3)[CH2:16][CH2:15]1)[C:6]([C:32]([O:34][CH3:35])=[O:33])=[C:5]2[C:36]1[CH:41]=[CH:40][CH:39]=[CH:38][CH:37]=1.C([Li])CCC.[Cl-].[NH4+]. (3) Given the product [Cl:22][C:23]1[O:27][C:26]([CH2:28][O:20][C:17]2[CH:18]=[CH:19][N:14]([C:11]3[CH:12]=[CH:13][C:6]4[N:5]=[C:4]([CH:1]5[CH2:2][CH2:3]5)[N:8]([CH3:9])[C:7]=4[CH:10]=3)[C:15](=[O:21])[CH:16]=2)=[CH:25][CH:24]=1, predict the reactants needed to synthesize it. The reactants are: [CH:1]1([C:4]2[N:8]([CH3:9])[C:7]3[CH:10]=[C:11]([N:14]4[CH:19]=[CH:18][C:17]([OH:20])=[CH:16][C:15]4=[O:21])[CH:12]=[CH:13][C:6]=3[N:5]=2)[CH2:3][CH2:2]1.[Cl:22][C:23]1[O:27][C:26]([CH2:28]O)=[CH:25][CH:24]=1.C(P(CCCC)CCCC)CCC.N(C(N1CCCCC1)=O)=NC(N1CCCCC1)=O. (4) Given the product [C:1]([C:5]1[CH:23]=[CH:22][C:8]([C:9]([NH:11][C:12]2[N:13]=[C:14]3[CH:19]=[CH:18][C:17]([N:26]4[CH:27]=[C:28]([CH3:30])[N:29]=[C:25]4[CH3:24])=[N:16][N:15]3[CH:21]=2)=[O:10])=[CH:7][CH:6]=1)([CH3:4])([CH3:3])[CH3:2], predict the reactants needed to synthesize it. The reactants are: [C:1]([C:5]1[CH:23]=[CH:22][C:8]([C:9]([NH:11][C:12]2[N:13]=[C:14]3[CH:19]=[CH:18][C:17](Cl)=[N:16][N:15]3[CH:21]=2)=[O:10])=[CH:7][CH:6]=1)([CH3:4])([CH3:3])[CH3:2].[CH3:24][C:25]1[NH:26][CH:27]=[C:28]([CH3:30])[N:29]=1.C(=O)([O-])[O-].[K+].[K+]. (5) Given the product [CH3:1][O:2][CH2:3][C@H:4]([CH3:32])[O:5][C:6]1[CH:7]=[C:8]([CH:19]=[C:20]([C:22]2[NH:23][C:24]([C:27]3[S:28][CH:29]=[CH:30][N:31]=3)=[CH:25][CH:26]=2)[CH:21]=1)[O:9][C:10]1[CH:15]=[CH:14][C:13]([CH:16]([OH:18])[CH3:17])=[CH:12][CH:11]=1, predict the reactants needed to synthesize it. The reactants are: [CH3:1][O:2][CH2:3][C@H:4]([CH3:32])[O:5][C:6]1[CH:7]=[C:8]([CH:19]=[C:20]([C:22]2[NH:23][C:24]([C:27]3[S:28][CH:29]=[CH:30][N:31]=3)=[CH:25][CH:26]=2)[CH:21]=1)[O:9][C:10]1[CH:15]=[CH:14][C:13]([C:16](=[O:18])[CH3:17])=[CH:12][CH:11]=1.[BH4-].[Na+].[Cl-].[NH4+]. (6) Given the product [F:35][C:29]1[CH:30]=[CH:31][CH:32]=[C:33]([F:34])[C:28]=1[S:25]([C:22]1[CH:21]=[CH:20][C:19]([C:16]2[C:15]3[C:10](=[CH:11][CH:12]=[C:13]([F:36])[CH:14]=3)[CH:9]=[C:8]([CH2:7][C:6]([OH:37])=[O:5])[C:17]=2[CH3:18])=[CH:24][CH:23]=1)(=[O:26])=[O:27], predict the reactants needed to synthesize it. The reactants are: O.[OH-].[Li+].C[O:5][C:6](=[O:37])[CH2:7][C:8]1[C:17]([CH3:18])=[C:16]([C:19]2[CH:24]=[CH:23][C:22]([S:25]([C:28]3[C:33]([F:34])=[CH:32][CH:31]=[CH:30][C:29]=3[F:35])(=[O:27])=[O:26])=[CH:21][CH:20]=2)[C:15]2[C:10](=[CH:11][CH:12]=[C:13]([F:36])[CH:14]=2)[CH:9]=1. (7) The reactants are: Br[C:2]1[CH:7]=[CH:6][CH:5]=[C:4]([Br:8])[CH:3]=1.C([Li])CCC.[CH2:14]([N:21]1[CH2:26][CH2:25][C:24](=[O:27])[CH2:23][CH2:22]1)[C:15]1[CH:20]=[CH:19][CH:18]=[CH:17][CH:16]=1. Given the product [CH2:14]([N:21]1[CH2:26][CH2:25][C:24]([C:2]2[CH:7]=[CH:6][CH:5]=[C:4]([Br:8])[CH:3]=2)([OH:27])[CH2:23][CH2:22]1)[C:15]1[CH:16]=[CH:17][CH:18]=[CH:19][CH:20]=1, predict the reactants needed to synthesize it.